This data is from Forward reaction prediction with 1.9M reactions from USPTO patents (1976-2016). The task is: Predict the product of the given reaction. (1) Given the reactants [H-].[Na+].C1COCC1.[F:8][C:9]([F:13])([F:12])[CH2:10][OH:11].Cl[C:15]1[N:43]=[C:42]([Cl:44])[CH:41]=[CH:40][C:16]=1[C:17]([NH:19][CH2:20][CH2:21][NH:22][C:23]([C:25]1[C:26]([C:36]([F:39])([F:38])[F:37])=[N:27][N:28]([C:30]2[CH:35]=[CH:34][CH:33]=[CH:32][CH:31]=2)[CH:29]=1)=[O:24])=[O:18], predict the reaction product. The product is: [Cl:44][C:42]1[CH:41]=[CH:40][C:16]([C:17]([NH:19][CH2:20][CH2:21][NH:22][C:23]([C:25]2[C:26]([C:36]([F:39])([F:37])[F:38])=[N:27][N:28]([C:30]3[CH:35]=[CH:34][CH:33]=[CH:32][CH:31]=3)[CH:29]=2)=[O:24])=[O:18])=[C:15]([O:11][CH2:10][C:9]([F:13])([F:12])[F:8])[N:43]=1. (2) The product is: [Cl:1][C:2]1[N:7]=[C:6]([C:15]2[C:16]3[C:21](=[CH:20][CH:19]=[CH:18][CH:17]=3)[NH:13][CH:14]=2)[C:5]([C:9]([F:12])([F:11])[F:10])=[CH:4][N:3]=1. Given the reactants [Cl:1][C:2]1[N:7]=[C:6](Cl)[C:5]([C:9]([F:12])([F:11])[F:10])=[CH:4][N:3]=1.[NH:13]1[C:21]2[C:16](=[CH:17][CH:18]=[CH:19][CH:20]=2)[CH:15]=[CH:14]1, predict the reaction product. (3) The product is: [CH2:15]([N:22]1[C:30]2[C:29]([O:3][C:4]3[C:9]([CH3:10])=[CH:8][C:7]([C:11](=[O:13])[CH3:12])=[CH:6][C:5]=3[CH3:14])=[N:28][C:27]([Cl:32])=[N:26][C:25]=2[CH:24]=[CH:23]1)[C:16]1[CH:17]=[CH:18][CH:19]=[CH:20][CH:21]=1. Given the reactants [H-].[Na+].[OH:3][C:4]1[C:9]([CH3:10])=[CH:8][C:7]([C:11](=[O:13])[CH3:12])=[CH:6][C:5]=1[CH3:14].[CH2:15]([N:22]1[C:30]2[C:29](Cl)=[N:28][C:27]([Cl:32])=[N:26][C:25]=2[CH:24]=[CH:23]1)[C:16]1[CH:21]=[CH:20][CH:19]=[CH:18][CH:17]=1, predict the reaction product. (4) Given the reactants [C:1]([O:5][C:6]([N:8]1[CH2:13][CH2:12][N:11]([C:14]2[CH:15]=[N:16][C:17]([NH:20]C=O)=[CH:18][CH:19]=2)[CH2:10][CH2:9]1)=[O:7])([CH3:4])([CH3:3])[CH3:2].C[Si]([N-][Si](C)(C)C)(C)C.[Li+].[NH2:33][C:34]1[C:39]([C:40](=[O:42])[CH3:41])=[CH:38][N:37]=[C:36](S(C)=O)[N:35]=1.CO, predict the reaction product. The product is: [C:1]([O:5][C:6]([N:8]1[CH2:13][CH2:12][N:11]([C:14]2[CH:15]=[N:16][C:17]([NH:20][C:36]3[N:35]=[C:34]([NH2:33])[C:39]([C:40](=[O:42])[CH3:41])=[CH:38][N:37]=3)=[CH:18][CH:19]=2)[CH2:10][CH2:9]1)=[O:7])([CH3:4])([CH3:2])[CH3:3].